From a dataset of Full USPTO retrosynthesis dataset with 1.9M reactions from patents (1976-2016). Predict the reactants needed to synthesize the given product. (1) Given the product [F:2][C:3]1[CH:4]=[N:5][C:6]([C@@H:9]([NH:11][C:13]2[N:14]=[C:15]([NH:33][C:34]3[N:35]=[CH:36][N:37]([CH3:39])[CH:38]=3)[C:16]3[CH:21]=[C:20]([CH3:22])[N:19]([S:23]([C:26]4[CH:31]=[CH:30][C:29]([CH3:32])=[CH:28][CH:27]=4)(=[O:25])=[O:24])[C:17]=3[N:18]=2)[CH3:10])=[N:7][CH:8]=1, predict the reactants needed to synthesize it. The reactants are: Cl.[F:2][C:3]1[CH:4]=[N:5][C:6]([C@@H:9]([NH2:11])[CH3:10])=[N:7][CH:8]=1.Cl[C:13]1[N:14]=[C:15]([NH:33][C:34]2[N:35]=[CH:36][N:37]([CH3:39])[CH:38]=2)[C:16]2[CH:21]=[C:20]([CH3:22])[N:19]([S:23]([C:26]3[CH:31]=[CH:30][C:29]([CH3:32])=[CH:28][CH:27]=3)(=[O:25])=[O:24])[C:17]=2[N:18]=1.CCN(C(C)C)C(C)C. (2) Given the product [P:1]([OH:8])([OH:3])([O:13][C:14]1[C:15]2[CH:91]=[CH:90][CH:89]=[CH:88][C:16]=2[C:17]2[C@H:18]([CH2:86][Cl:87])[CH2:19][N:20]([C:23](=[O:85])[CH2:24][CH2:25][CH2:26][C:27]([N:29]3[C:37]4[CH:36]=[C:35]([O:38][CH2:39][C:40]5[CH:41]=[CH:42][C:43]([NH:46][C:47](=[O:78])[C@@H:48]([NH:56][C:57](=[O:77])[C@@H:58]([NH:62][C:63](=[O:76])[CH2:64][CH2:65][CH2:66][CH2:67][CH2:68][N:69]6[C:70](=[O:75])[CH:71]=[CH:72][C:73]6=[O:74])[CH:59]([CH3:61])[CH3:60])[CH2:49][CH2:50][CH2:51][NH:52][C:53]([NH2:55])=[O:54])=[CH:44][CH:45]=5)[C:34]5[CH:79]=[CH:80][CH:81]=[CH:82][C:33]=5[C:32]=4[C@H:31]([CH2:83][Cl:84])[CH2:30]3)=[O:28])[C:21]=2[CH:22]=1)=[O:2], predict the reactants needed to synthesize it. The reactants are: [P:1]([O:13][C:14]1[C:15]2[CH:91]=[CH:90][CH:89]=[CH:88][C:16]=2[C:17]2[C@H:18]([CH2:86][Cl:87])[CH2:19][N:20]([C:23](=[O:85])[CH2:24][CH2:25][CH2:26][C:27]([N:29]3[C:37]4[CH:36]=[C:35]([O:38][CH2:39][C:40]5[CH:45]=[CH:44][C:43]([NH:46][C:47](=[O:78])[C@@H:48]([NH:56][C:57](=[O:77])[C@@H:58]([NH:62][C:63](=[O:76])[CH2:64][CH2:65][CH2:66][CH2:67][CH2:68][N:69]6[C:73](=[O:74])[CH:72]=[CH:71][C:70]6=[O:75])[CH:59]([CH3:61])[CH3:60])[CH2:49][CH2:50][CH2:51][NH:52][C:53]([NH2:55])=[O:54])=[CH:42][CH:41]=5)[C:34]5[CH:79]=[CH:80][CH:81]=[CH:82][C:33]=5[C:32]=4[C@H:31]([CH2:83][Cl:84])[CH2:30]3)=[O:28])[C:21]=2[CH:22]=1)([O:8]C(C)(C)C)([O:3]C(C)(C)C)=[O:2].C(O)(C(F)(F)F)=O.